Dataset: Catalyst prediction with 721,799 reactions and 888 catalyst types from USPTO. Task: Predict which catalyst facilitates the given reaction. (1) Reactant: [I:1][C:2]1[C:10]2[C:5](=[CH:6][CH:7]=[CH:8][C:9]=2[N+:11]([O-:13])=[O:12])[NH:4][N:3]=1.C(=O)([O-])[O-].[K+].[K+].Cl.Cl[CH2:22][C:23]1[CH:24]=[CH:25][C:26]([CH3:29])=[N:27][CH:28]=1. Product: [I:1][C:2]1[C:10]2[C:5](=[CH:6][CH:7]=[CH:8][C:9]=2[N+:11]([O-:13])=[O:12])[N:4]([CH2:22][C:23]2[CH:28]=[N:27][C:26]([CH3:29])=[CH:25][CH:24]=2)[N:3]=1. The catalyst class is: 3. (2) Reactant: [Li]CCCC.CN(C)CCO.[Cl:12][C:13]1[CH:18]=[CH:17][C:16]([CH:19]2[CH2:21][CH2:20]2)=[CH:15][N:14]=1.[F:22][C:23]1[N:34]=[CH:33][CH:32]=[CH:31][C:24]=1[C:25](N(OC)C)=[O:26]. Product: [Cl:12][C:13]1[N:14]=[C:15]([C:25]([C:24]2[C:23]([F:22])=[N:34][CH:33]=[CH:32][CH:31]=2)=[O:26])[C:16]([CH:19]2[CH2:21][CH2:20]2)=[CH:17][CH:18]=1. The catalyst class is: 392. (3) Reactant: [N:1]1[CH:6]=[CH:5][C:4]([NH2:7])=[CH:3][CH:2]=1.[Cl:8][C:9]1[CH:14]=[CH:13][CH:12]=[CH:11][C:10]=1[CH2:15][N:16]1[C:21](=[O:22])[C:20]([C:23]([NH:25][CH2:26][C:27]([O:29]CC)=[O:28])=[O:24])=[C:19]([OH:32])[C:18]([C:33](OC)=[O:34])=[C:17]1[OH:37]. Product: [Cl:8][C:9]1[CH:14]=[CH:13][CH:12]=[CH:11][C:10]=1[CH2:15][N:16]1[C:17]([OH:37])=[C:18]([C:33]([NH:7][C:4]2[CH:5]=[CH:6][N:1]=[CH:2][CH:3]=2)=[O:34])[C:19]([OH:32])=[C:20]([C:23]([NH:25][CH2:26][C:27]([OH:29])=[O:28])=[O:24])[C:21]1=[O:22]. The catalyst class is: 22. (4) Reactant: [CH3:1][C:2]1[CH:7]=[C:6]([CH3:8])[N:5]=[C:4]([NH2:9])[N:3]=1.Cl[C:11]1[CH:16]=[C:15]([Cl:17])[N:14]=[N:13][C:12]=1[C:18]([O:20][CH2:21][CH3:22])=[O:19]. Product: [Cl:17][C:15]1[N:14]=[N:13][C:12]([C:18]([O:20][CH2:21][CH3:22])=[O:19])=[C:11]([NH:9][C:4]2[N:5]=[C:6]([CH3:8])[CH:7]=[C:2]([CH3:1])[N:3]=2)[CH:16]=1. The catalyst class is: 10. (5) Reactant: [C:1]([O:5][C:6]([N:8]1[CH2:13][CH2:12][CH:11]([CH2:14][O:15][C:16]2[CH:25]=[C:24]3[C:19]([C:20](Cl)=[N:21][CH:22]=[N:23]3)=[CH:18][C:17]=2[O:27][CH3:28])[CH2:10][CH2:9]1)=[O:7])([CH3:4])([CH3:3])[CH3:2].[OH:29][C:30]1[CH:31]=[C:32]2[C:36](=[CH:37][CH:38]=1)[NH:35][CH:34]=[C:33]2[CH3:39].C(=O)([O-])[O-].[K+].[K+]. Product: [C:1]([O:5][C:6]([N:8]1[CH2:13][CH2:12][CH:11]([CH2:14][O:15][C:16]2[CH:25]=[C:24]3[C:19]([C:20]([O:29][C:30]4[CH:31]=[C:32]5[C:36](=[CH:37][CH:38]=4)[NH:35][CH:34]=[C:33]5[CH3:39])=[N:21][CH:22]=[N:23]3)=[CH:18][C:17]=2[O:27][CH3:28])[CH2:10][CH2:9]1)=[O:7])([CH3:4])([CH3:3])[CH3:2]. The catalyst class is: 3.